Dataset: Catalyst prediction with 721,799 reactions and 888 catalyst types from USPTO. Task: Predict which catalyst facilitates the given reaction. (1) Reactant: [CH3:1][C:2]1[CH:7]=[CH:6][CH:5]=[CH:4][C:3]=1[NH:8][C:9]1[O:10][C:11]2[CH:17]=[C:16]([CH2:18][C:19]([N:21]([CH2:23][CH2:24][O:25][C:26]3[CH:35]=[CH:34][C:29]([C:30]([O:32]C)=[O:31])=[CH:28][CH:27]=3)[CH3:22])=[O:20])[CH:15]=[CH:14][C:12]=2[N:13]=1.[OH-].[Na+]. Product: [CH3:1][C:2]1[CH:7]=[CH:6][CH:5]=[CH:4][C:3]=1[NH:8][C:9]1[O:10][C:11]2[CH:17]=[C:16]([CH2:18][C:19]([N:21]([CH2:23][CH2:24][O:25][C:26]3[CH:27]=[CH:28][C:29]([C:30]([OH:32])=[O:31])=[CH:34][CH:35]=3)[CH3:22])=[O:20])[CH:15]=[CH:14][C:12]=2[N:13]=1. The catalyst class is: 1. (2) Reactant: O.C1(C)C=CC(S(O)(=O)=O)=CC=1.O1CCCCC1[O:19][C@@H:20]1[CH2:33][C@@H:23]2[O:24][C:25](=[O:32])[CH2:26][CH2:27][CH2:28][CH:29]=[CH:30][CH2:31][C@@H:22]2[C@H:21]1/[CH:34]=[CH:35]/[C@@H:36]([O:49]C1CCCCO1)[CH2:37][O:38][C:39]1[CH:44]=[CH:43][CH:42]=[C:41]([C:45]([F:48])([F:47])[F:46])[CH:40]=1. Product: [OH:19][C@@H:20]1[CH2:33][C@@H:23]2[O:24][C:25](=[O:32])[CH2:26][CH2:27][CH2:28][CH:29]=[CH:30][CH2:31][C@@H:22]2[C@H:21]1/[CH:34]=[CH:35]/[C@@H:36]([OH:49])[CH2:37][O:38][C:39]1[CH:44]=[CH:43][CH:42]=[C:41]([C:45]([F:48])([F:46])[F:47])[CH:40]=1. The catalyst class is: 5. (3) The catalyst class is: 445. Reactant: N[C@H:2]([C:6]([CH3:9])([CH3:8])[CH3:7])[C:3]([OH:5])=[O:4].N([O-])=[O:11].[Na+].[Cl-].[Na+]. Product: [OH:11][C@H:2]([C:6]([CH3:9])([CH3:8])[CH3:7])[C:3]([OH:5])=[O:4]. (4) Reactant: [Br:1][C:2]1[CH:7]=[C:6](Br)[C:5]([N+:9]([O-:11])=[O:10])=[CH:4][N:3]=1.[CH:12]([NH2:15])([CH3:14])[CH3:13]. Product: [Br:1][C:2]1[CH:7]=[C:6]([NH:15][CH:12]([CH3:14])[CH3:13])[C:5]([N+:9]([O-:11])=[O:10])=[CH:4][N:3]=1. The catalyst class is: 1.